From a dataset of Peptide-MHC class II binding affinity with 134,281 pairs from IEDB. Regression. Given a peptide amino acid sequence and an MHC pseudo amino acid sequence, predict their binding affinity value. This is MHC class II binding data. The peptide sequence is PFNASDSVGQQIKVI. The MHC is DRB1_0401 with pseudo-sequence DRB1_0401. The binding affinity (normalized) is 0.573.